From a dataset of Full USPTO retrosynthesis dataset with 1.9M reactions from patents (1976-2016). Predict the reactants needed to synthesize the given product. (1) Given the product [CH3:20][O:19][CH2:18][O:17][C:8]1[CH:9]=[C:10]([CH:15]=[CH:16][C:7]=1[CH2:6][C:5]1[CH:4]=[CH:3][C:2]([O:1][CH:23]=[CH2:24])=[CH:22][CH:21]=1)[C:11]([O:13][CH3:14])=[O:12], predict the reactants needed to synthesize it. The reactants are: [OH:1][C:2]1[CH:22]=[CH:21][C:5]([CH2:6][C:7]2[CH:16]=[CH:15][C:10]([C:11]([O:13][CH3:14])=[O:12])=[CH:9][C:8]=2[O:17][CH2:18][O:19][CH3:20])=[CH:4][CH:3]=1.[CH:23]([Sn](C=C)(C=C)C=C)=[CH2:24].C([O-])(=O)C.[NH4+]. (2) Given the product [CH:1]1([CH2:4][N:5]2[C:9](=[O:10])[C:8]3=[CH:11][C:12]([NH2:15])=[CH:13][CH:14]=[C:7]3[C:6]2=[O:18])[CH2:2][CH2:3]1, predict the reactants needed to synthesize it. The reactants are: [CH:1]1([CH2:4][N:5]2[C:9](=[O:10])[C:8]3=[CH:11][C:12]([N+:15]([O-])=O)=[CH:13][CH:14]=[C:7]3[C:6]2=[O:18])[CH2:3][CH2:2]1.S(S([O-])=O)([O-])=O.[Na+].[Na+].C(=O)([O-])[O-].[Na+].[Na+]. (3) Given the product [Cl:20][C:21]1[CH:26]=[CH:25][C:24]([CH2:27][C:28]([NH:15][CH2:14][CH:8]2[O:9][CH2:10][C:11]([CH3:13])([CH3:12])[N:6]([CH2:5][C:4]3[CH:16]=[CH:17][C:18]([Cl:19])=[C:2]([Cl:1])[CH:3]=3)[CH2:7]2)=[O:29])=[CH:23][CH:22]=1, predict the reactants needed to synthesize it. The reactants are: [Cl:1][C:2]1[CH:3]=[C:4]([CH:16]=[CH:17][C:18]=1[Cl:19])[CH2:5][N:6]1[C:11]([CH3:13])([CH3:12])[CH2:10][O:9][CH:8]([CH2:14][NH2:15])[CH2:7]1.[Cl:20][C:21]1[CH:26]=[CH:25][C:24]([CH2:27][C:28](O)=[O:29])=[CH:23][CH:22]=1. (4) Given the product [CH2:11]([O:18][C:19]1[CH:20]=[CH:21][C:22]([C:23]([N:4]2[C:5]3[CH:10]=[CH:9][CH:8]=[CH:7][C:6]=3[O:1][CH2:2][CH2:3]2)=[O:24])=[CH:26][CH:27]=1)[C:12]1[CH:13]=[CH:14][CH:15]=[CH:16][CH:17]=1, predict the reactants needed to synthesize it. The reactants are: [O:1]1[C:6]2[CH:7]=[CH:8][CH:9]=[CH:10][C:5]=2[NH:4][CH2:3][CH2:2]1.[CH2:11]([O:18][C:19]1[CH:27]=[CH:26][C:22]([C:23](O)=[O:24])=[CH:21][CH:20]=1)[C:12]1[CH:17]=[CH:16][CH:15]=[CH:14][CH:13]=1.CCN=C=NCCCN(C)C.Cl. (5) The reactants are: [Cl:1][C:2]1[CH:7]=[C:6]([Cl:8])[CH:5]=[CH:4][C:3]=1[C:9]1[CH:10]=[CH:11][C:12]([NH2:15])=[N:13][CH:14]=1.[N:16]1([S:22](Cl)(=[O:24])=[O:23])[CH2:21][CH2:20][CH2:19][CH2:18][CH2:17]1. Given the product [Cl:1][C:2]1[CH:7]=[C:6]([Cl:8])[CH:5]=[CH:4][C:3]=1[C:9]1[CH:10]=[CH:11][C:12]([NH:15][S:22]([N:16]2[CH2:21][CH2:20][CH2:19][CH2:18][CH2:17]2)(=[O:24])=[O:23])=[N:13][CH:14]=1, predict the reactants needed to synthesize it. (6) Given the product [Br:1][CH2:2][CH2:3][CH2:4][C:5]([CH3:9])([CH3:8])[CH2:6][OH:7], predict the reactants needed to synthesize it. The reactants are: [Br:1][CH2:2][CH2:3][CH2:4][C:5]([CH3:9])([CH3:8])[CH2:6][OH:7].[Br:1][CH2:2][CH2:3][CH2:4][C:5]([CH3:9])([CH3:8])[CH2:6][O:7]C1CCCCO1.O1C=CCCC1. (7) Given the product [Cl:1][C:2]1[CH:3]=[CH:4][C:5]([F:31])=[C:6]([C:8]2[O:12][NH:11][C:10]([CH3:30])([C:24]3[CH:29]=[CH:28][CH:27]=[CH:26][CH:25]=3)[CH:9]=2)[CH:7]=1, predict the reactants needed to synthesize it. The reactants are: [Cl:1][C:2]1[CH:3]=[CH:4][C:5]([F:31])=[C:6]([C:8]2[O:12][N:11](CC3C=CC(OC)=CC=3OC)[C:10]([CH3:30])([C:24]3[CH:29]=[CH:28][CH:27]=[CH:26][CH:25]=3)[CH:9]=2)[CH:7]=1.FC(F)(F)C(O)=O.C([O-])([O-])=O.[Na+].[Na+]. (8) The reactants are: [CH2:1]([O:3][C:4](=[O:19])[C@:5]([C:11]1[CH:16]=[C:15]([Br:17])[CH:14]=[CH:13][C:12]=1[F:18])([OH:10])[CH2:6][N+:7]([O-])=O)[CH3:2]. Given the product [CH2:1]([O:3][C:4](=[O:19])[C@:5]([C:11]1[CH:16]=[C:15]([Br:17])[CH:14]=[CH:13][C:12]=1[F:18])([OH:10])[CH2:6][NH2:7])[CH3:2], predict the reactants needed to synthesize it.